From a dataset of Forward reaction prediction with 1.9M reactions from USPTO patents (1976-2016). Predict the product of the given reaction. (1) The product is: [C:1]([O:5][CH2:6][CH2:7][N:8]([CH3:12])[CH3:9])(=[O:4])[CH:2]=[CH2:3]. Given the reactants [C:1]([O:5][CH3:6])(=[O:4])[CH:2]=[CH2:3].[CH3:7][N:8]([CH3:12])[CH2:9]CO, predict the reaction product. (2) Given the reactants [O:1]=[S:2]1(=[O:28])[CH2:7][CH2:6][N:5]([CH2:8][CH2:9][CH2:10][O:11][C:12]2[CH:13]=[CH:14][C:15]3[C:16]4[N:17]([CH2:25][CH2:26][N:27]=4)[C:18]([NH2:24])=[N:19][C:20]=3[C:21]=2[O:22][CH3:23])[CH2:4][CH2:3]1.[NH2:29][C:30]1[N:35]=[CH:34][C:33]([C:36](O)=[O:37])=[CH:32][N:31]=1, predict the reaction product. The product is: [NH2:29][C:30]1[N:35]=[CH:34][C:33]([C:36]([NH:24][C:18]2[N:17]3[CH2:25][CH2:26][N:27]=[C:16]3[C:15]3[CH:14]=[CH:13][C:12]([O:11][CH2:10][CH2:9][CH2:8][N:5]4[CH2:6][CH2:7][S:2](=[O:1])(=[O:28])[CH2:3][CH2:4]4)=[C:21]([O:22][CH3:23])[C:20]=3[N:19]=2)=[O:37])=[CH:32][N:31]=1. (3) Given the reactants [Cl:1][C:2]1[CH:3]=[N:4][CH:5]=[CH:6][C:7]=1[CH2:8]O.P(Br)(Br)[Br:11], predict the reaction product. The product is: [Br:11][CH2:8][C:7]1[CH:6]=[CH:5][N:4]=[CH:3][C:2]=1[Cl:1].